This data is from NCI-60 drug combinations with 297,098 pairs across 59 cell lines. The task is: Regression. Given two drug SMILES strings and cell line genomic features, predict the synergy score measuring deviation from expected non-interaction effect. Drug 1: CC1OCC2C(O1)C(C(C(O2)OC3C4COC(=O)C4C(C5=CC6=C(C=C35)OCO6)C7=CC(=C(C(=C7)OC)O)OC)O)O. Drug 2: C1CCC(C(C1)N)N.C(=O)(C(=O)[O-])[O-].[Pt+4]. Cell line: HOP-92. Synergy scores: CSS=40.4, Synergy_ZIP=-14.6, Synergy_Bliss=-3.58, Synergy_Loewe=-0.951, Synergy_HSA=1.16.